This data is from Rat liver microsome stability data. The task is: Regression/Classification. Given a drug SMILES string, predict its absorption, distribution, metabolism, or excretion properties. Task type varies by dataset: regression for continuous measurements (e.g., permeability, clearance, half-life) or binary classification for categorical outcomes (e.g., BBB penetration, CYP inhibition). Dataset: rlm. The drug is Cc1c(Nc2c(C#N)cncc2C=Cc2ccc(CN3CCC(N(C)C)CC3)cn2)ccc2[nH]ccc12. The result is 0 (unstable in rat liver microsomes).